Dataset: Full USPTO retrosynthesis dataset with 1.9M reactions from patents (1976-2016). Task: Predict the reactants needed to synthesize the given product. (1) The reactants are: [C:1]1([C:7]2[CH:14]=[CH:13][C:10]([CH:11]=O)=[CH:9][C:8]=2[C:15]([F:18])([F:17])[F:16])[CH:6]=[CH:5][CH:4]=[CH:3][CH:2]=1.[NH2:19][C:20]1[CH:25]=[CH:24][CH:23]=[CH:22][C:21]=1/[CH:26]=[CH:27]/[C:28]([O:30][CH3:31])=[O:29].[BH3-]C#N.[Na+]. Given the product [C:1]1([C:7]2[CH:14]=[CH:13][C:10]([CH2:11][NH:19][C:20]3[CH:25]=[CH:24][CH:23]=[CH:22][C:21]=3/[CH:26]=[CH:27]/[C:28]([O:30][CH3:31])=[O:29])=[CH:9][C:8]=2[C:15]([F:18])([F:17])[F:16])[CH:6]=[CH:5][CH:4]=[CH:3][CH:2]=1, predict the reactants needed to synthesize it. (2) Given the product [OH:41][C@@H:42]([C:56]1[CH:61]=[CH:60][C:59]([C:62]2[N:64]=[C:16]([C:9]3[S:10][C:11]([C:12]([F:13])([F:14])[F:15])=[C:7]([C:1]4[CH:2]=[CH:3][CH:4]=[CH:5][CH:6]=4)[CH:8]=3)[O:18][N:63]=2)=[CH:58][CH:57]=1)[CH2:43][N:44]1[CH2:49][CH2:48][CH2:47][C@H:46]([CH2:50][C:51]([OH:53])=[O:52])[CH2:45]1, predict the reactants needed to synthesize it. The reactants are: [C:1]1([C:7]2[CH:8]=[C:9]([C:16]([OH:18])=O)[S:10][C:11]=2[C:12]([F:15])([F:14])[F:13])[CH:6]=[CH:5][CH:4]=[CH:3][CH:2]=1.C(Cl)(=O)C(Cl)=O.C(N(C(C)C)CC)(C)C.[Si]([O:41][C@@H:42]([C:56]1[CH:61]=[CH:60][C:59](/[C:62](=[N:64]/O)/[NH2:63])=[CH:58][CH:57]=1)[CH2:43][N:44]1[CH2:49][CH2:48][CH2:47][C@H:46]([CH2:50][C:51]([O:53]CC)=[O:52])[CH2:45]1)(C(C)(C)C)(C)C.CCCC[N+](CCCC)(CCCC)CCCC.[F-]. (3) Given the product [CH3:1][O:2][C:3]1[CH:4]=[C:5]([N:11]([CH2:24][CH2:25][C:26]2[CH:31]=[CH:30][C:29]([C:32]([F:35])([F:34])[F:33])=[CH:28][CH:27]=2)[C:12](=[O:23])[CH:13]([C:17]2[CH:22]=[CH:21][CH:20]=[CH:19][CH:18]=2)[C:14]([NH:39][CH3:38])=[O:15])[CH:6]=[CH:7][C:8]=1[O:9][CH3:10], predict the reactants needed to synthesize it. The reactants are: [CH3:1][O:2][C:3]1[CH:4]=[C:5]([N:11]([CH2:24][CH2:25][C:26]2[CH:31]=[CH:30][C:29]([C:32]([F:35])([F:34])[F:33])=[CH:28][CH:27]=2)[C:12](=[O:23])[CH:13]([C:17]2[CH:22]=[CH:21][CH:20]=[CH:19][CH:18]=2)[C:14](O)=[O:15])[CH:6]=[CH:7][C:8]=1[O:9][CH3:10].CN.[CH3:38][N:39](C(ON1N=NC2C=CC=CC1=2)=[N+](C)C)C.[B-](F)(F)(F)F.N1C=CC=CC=1. (4) Given the product [Cl:56][C:52]1[CH:51]=[C:50]([C:48]2[CH:47]=[CH:46][N:45]=[C:44]([NH:57][CH:58]([CH3:62])[CH2:59][O:60][CH3:61])[CH:49]=2)[CH:55]=[CH:54][N:53]=1, predict the reactants needed to synthesize it. The reactants are: CC1(C)C2C(=C(P(C3C=CC=CC=3)C3C=CC=CC=3)C=CC=2)OC2C(P(C3C=CC=CC=3)C3C=CC=CC=3)=CC=CC1=2.Cl[C:44]1[CH:49]=[C:48]([C:50]2[CH:55]=[CH:54][N:53]=[C:52]([Cl:56])[CH:51]=2)[CH:47]=[CH:46][N:45]=1.[NH2:57][CH:58]([CH3:62])[CH2:59][O:60][CH3:61].CC(C)([O-])C.[Na+].